Task: Predict the product of the given reaction.. Dataset: Forward reaction prediction with 1.9M reactions from USPTO patents (1976-2016) (1) Given the reactants [CH2:1]([C:3]1[CH:8]=[C:7]([CH3:9])[NH:6][C:5](=[O:10])[C:4]=1[C:11]#[N:12])[CH3:2], predict the reaction product. The product is: [NH2:12][CH2:11][C:4]1[C:5](=[O:10])[NH:6][C:7]([CH3:9])=[CH:8][C:3]=1[CH2:1][CH3:2]. (2) The product is: [F:43][C:37]([F:42])([O:36][C:33]1[CH:34]=[CH:35][C:30]([N:27]2[CH:28]=[N:29][C:25]([C:9]3[CH:10]=[CH:11][C:12]([NH:15][C:16](=[O:22])[O:17][C:18]([CH3:19])([CH3:20])[CH3:21])=[CH:13][CH:14]=3)=[N:26]2)=[CH:31][CH:32]=1)[C:38]([F:41])([F:40])[F:39]. Given the reactants CC1(C)C(C)(C)OB([C:9]2[CH:14]=[CH:13][C:12]([NH:15][C:16](=[O:22])[O:17][C:18]([CH3:21])([CH3:20])[CH3:19])=[CH:11][CH:10]=2)O1.Br[C:25]1[N:29]=[CH:28][N:27]([C:30]2[CH:35]=[CH:34][C:33]([O:36][C:37]([F:43])([F:42])[C:38]([F:41])([F:40])[F:39])=[CH:32][CH:31]=2)[N:26]=1.C([O-])(O)=O.[Na+].O1CCOCC1, predict the reaction product. (3) Given the reactants [Br:1][C:2]1[CH:7]=[CH:6][N:5]=[C:4]([C@@H:8]([NH:11]S(C(C)(C)C)=O)[CH2:9][CH3:10])[CH:3]=1.CCC(C)[BH-](C(C)CC)C(C)CC.[Li+].[BH4-].[Li+], predict the reaction product. The product is: [Br:1][C:2]1[CH:7]=[CH:6][N:5]=[C:4]([C@@H:8]([NH2:11])[CH2:9][CH3:10])[CH:3]=1. (4) Given the reactants [Br:1][C:2]1[CH:11]=[CH:10][C:9]2[C:4](=[CH:5][C:6]([O:12][CH:13]3[CH2:18][CH2:17][CH:16]([CH3:19])[CH2:15][CH2:14]3)=[CH:7][CH:8]=2)[CH:3]=1.[Cl:20]N1C(=O)CCC1=O.C(Cl)Cl, predict the reaction product. The product is: [Br:1][C:2]1[CH:3]=[C:4]2[C:9]([CH:8]=[CH:7][C:6]([O:12][CH:13]3[CH2:18][CH2:17][CH:16]([CH3:19])[CH2:15][CH2:14]3)=[C:5]2[Cl:20])=[CH:10][CH:11]=1.